Dataset: Reaction yield outcomes from USPTO patents with 853,638 reactions. Task: Predict the reaction yield, written as a fraction of the theoretical maximum amount of product (1.0 means a 100% yield; for example, 0.34 means a 34% yield). (1) The reactants are [OH:1][C@H:2]([C:21]1[CH:26]=[CH:25][CH:24]=[CH:23][CH:22]=1)[CH:3]1[CH2:7][CH2:6][CH:5]([CH2:8][C:9]2[CH:14]=[CH:13][C:12]([N+:15]([O-])=O)=[CH:11][CH:10]=2)[N:4]1[C:18]([O-:20])=[O:19]. The catalyst is C(O)C.[Pd]. The product is [NH2:15][C:12]1[CH:13]=[CH:14][C:9]([CH2:8][C@@H:5]2[CH2:6][CH2:7][C@H:3]([C@H:2]([OH:1])[C:21]3[CH:26]=[CH:25][CH:24]=[CH:23][CH:22]=3)[N:4]2[C:18]([O:20][C:9]([CH3:14])([CH3:10])[CH3:8])=[O:19])=[CH:10][CH:11]=1. The yield is 1.00. (2) The reactants are [Br:1][C:2]1[CH:6]=[N:5][N:4]([CH3:7])[C:3]=1[C:8]1[CH:9]=[C:10]([NH2:16])[CH:11]=[CH:12][C:13]=1[O:14][CH3:15].[F:17][C:18]1[CH:19]=[C:20]([N:25]=[C:26]=[O:27])[CH:21]=[C:22]([F:24])[CH:23]=1. The catalyst is C(Cl)Cl. The product is [Br:1][C:2]1[CH:6]=[N:5][N:4]([CH3:7])[C:3]=1[C:8]1[CH:9]=[C:10]([NH:16][C:26]([NH:25][C:20]2[CH:21]=[C:22]([F:24])[CH:23]=[C:18]([F:17])[CH:19]=2)=[O:27])[CH:11]=[CH:12][C:13]=1[O:14][CH3:15]. The yield is 0.770. (3) The reactants are [F:1][C:2]1[C:11]([CH3:12])=[C:10]2[C:5]([N:6]=[CH:7][C:8]([O:13][CH3:14])=[N:9]2)=[CH:4][CH:3]=1.[Br:15]N1C(=O)CCC1=O. The catalyst is C(Cl)(Cl)Cl.C(OOC(=O)C1C=CC=CC=1)(=O)C1C=CC=CC=1. The product is [Br:15][CH2:12][C:11]1[C:2]([F:1])=[CH:3][CH:4]=[C:5]2[C:10]=1[N:9]=[C:8]([O:13][CH3:14])[CH:7]=[N:6]2. The yield is 1.00. (4) The reactants are [N:1]([O-])=O.[Na+].[NH2:5][C:6]1[CH:15]=[CH:14][C:9]([C:10]([O:12][CH3:13])=[O:11])=[CH:8][C:7]=1[CH3:16].CC(O[K])=O.C(Cl)(Cl)Cl. The catalyst is [H+].[B-](F)(F)(F)F.C1OCCOCCOCCOCCOCCOC1.O. The product is [NH:5]1[C:6]2[C:7](=[CH:8][C:9]([C:10]([O:12][CH3:13])=[O:11])=[CH:14][CH:15]=2)[CH:16]=[N:1]1. The yield is 0.550. (5) The reactants are [CH3:1][N:2]1[C:10]2[C:5](=[CH:6][CH:7]=[CH:8][CH:9]=2)[C:4]2([CH2:12][CH2:11]2)[C:3]1=[O:13].[N+:14]([O-])([OH:16])=[O:15]. The catalyst is C(O)(=O)C. The product is [CH3:1][N:2]1[C:10]2[C:5](=[CH:6][C:7]([N+:14]([O-:16])=[O:15])=[CH:8][CH:9]=2)[C:4]2([CH2:12][CH2:11]2)[C:3]1=[O:13]. The yield is 0.570. (6) The reactants are [F-].C([N+](CCCC)(CCCC)CCCC)CCC.[Si]([O:26][C@@H:27]([CH2:38][O:39][C@@H:40]([CH3:44])[CH2:41][O:42][CH3:43])[C:28]([NH:30][C:31]1[CH:36]=[CH:35][C:34]([CH3:37])=[CH:33][N:32]=1)=[O:29])(C(C)(C)C)(C)C. The catalyst is C1COCC1. The product is [OH:26][C@@H:27]([CH2:38][O:39][C@@H:40]([CH3:44])[CH2:41][O:42][CH3:43])[C:28]([NH:30][C:31]1[CH:36]=[CH:35][C:34]([CH3:37])=[CH:33][N:32]=1)=[O:29]. The yield is 0.740.